From a dataset of Catalyst prediction with 721,799 reactions and 888 catalyst types from USPTO. Predict which catalyst facilitates the given reaction. Reactant: [NH2:1][C:2]1[N:7]=[CH:6][N:5]=[C:4]2[N:8]([CH:12]3[CH2:17][CH2:16][N:15]([C:18]([O:20][CH2:21][C:22]4[CH:27]=[CH:26][CH:25]=[CH:24][CH:23]=4)=[O:19])[CH2:14][CH2:13]3)[N:9]=[C:10](I)[C:3]=12.[CH3:28][O:29][C:30]1[CH:35]=[C:34](B2OC(C)(C)C(C)(C)O2)[CH:33]=[CH:32][C:31]=1[NH:45][C:46](=[O:52])[O:47][C:48]([CH3:51])([CH3:50])[CH3:49].C(=O)([O-])[O-].[Na+].[Na+]. Product: [NH2:1][C:2]1[N:7]=[CH:6][N:5]=[C:4]2[N:8]([CH:12]3[CH2:17][CH2:16][N:15]([C:18]([O:20][CH2:21][C:22]4[CH:27]=[CH:26][CH:25]=[CH:24][CH:23]=4)=[O:19])[CH2:14][CH2:13]3)[N:9]=[C:10]([C:34]3[CH:33]=[CH:32][C:31]([NH:45][C:46]([O:47][C:48]([CH3:49])([CH3:50])[CH3:51])=[O:52])=[C:30]([O:29][CH3:28])[CH:35]=3)[C:3]=12. The catalyst class is: 108.